From a dataset of Peptide-MHC class I binding affinity with 185,985 pairs from IEDB/IMGT. Regression. Given a peptide amino acid sequence and an MHC pseudo amino acid sequence, predict their binding affinity value. This is MHC class I binding data. (1) The peptide sequence is ADLRFASEF. The MHC is HLA-A69:01 with pseudo-sequence HLA-A69:01. The binding affinity (normalized) is 0.0847. (2) The peptide sequence is FVNYNFTLV. The MHC is HLA-A02:01 with pseudo-sequence HLA-A02:01. The binding affinity (normalized) is 0.688. (3) The peptide sequence is PAHKSQLVW. The MHC is HLA-B58:01 with pseudo-sequence HLA-B58:01. The binding affinity (normalized) is 0.288. (4) The peptide sequence is RPVPHWPKY. The MHC is HLA-B48:01 with pseudo-sequence HLA-B48:01. The binding affinity (normalized) is 0.0847. (5) The peptide sequence is NRRGLRMAK. The MHC is Mamu-A07 with pseudo-sequence YYSEYRNICANTYESNLYIRYEFYTWAAMAYEWH. The binding affinity (normalized) is 0. (6) The peptide sequence is SIGFEARIV. The MHC is HLA-A02:06 with pseudo-sequence HLA-A02:06. The binding affinity (normalized) is 0.336. (7) The peptide sequence is DNAFNCTFEY. The MHC is HLA-A29:02 with pseudo-sequence HLA-A29:02. The binding affinity (normalized) is 0.753. (8) The peptide sequence is YRFRKSSKK. The MHC is HLA-B08:02 with pseudo-sequence HLA-B08:02. The binding affinity (normalized) is 0.0847. (9) The MHC is HLA-A30:01 with pseudo-sequence HLA-A30:01. The binding affinity (normalized) is 0.213. The peptide sequence is YTGAMTSKF.